Dataset: Reaction yield outcomes from USPTO patents with 853,638 reactions. Task: Predict the reaction yield, written as a fraction of the theoretical maximum amount of product (1.0 means a 100% yield; for example, 0.34 means a 34% yield). (1) The reactants are [Br:1][C:2]1[CH:7]=[CH:6][CH:5]=[CH:4][C:3]=1/[CH:8]=[CH:9]\[C:10]1[CH:15]=[CH:14][CH:13]=[CH:12][C:11]=1I.C([SnH](CCCC)CCCC)CCC.N(C(C)(C)C#N)=NC(C)(C)C#N. The catalyst is C1(C)C=CC=CC=1. The product is [Br:1][C:2]1[C:3]2[CH:8]=[CH:9][C:10]3[C:15](=[CH:14][CH:13]=[CH:12][CH:11]=3)[C:4]=2[CH:5]=[CH:6][CH:7]=1. The yield is 0.833. (2) The reactants are [Br:1][C:2]1[CH:3]=[CH:4][C:5]([NH2:8])=[N:6][CH:7]=1.CO[CH:11](OC)[N:12]([CH3:14])[CH3:13]. The catalyst is CN(C=O)C. The product is [Br:1][C:2]1[CH:3]=[CH:4][C:5]([N:8]=[CH:11][N:12]([CH3:14])[CH3:13])=[N:6][CH:7]=1. The yield is 0.760. (3) The reactants are Cl[C:2]1[N:3]=[CH:4][C:5]([C:8]([O:10][CH3:11])=[O:9])=[N:6][CH:7]=1.[CH3:12][N:13]1[CH:17]=[CH:16][C:15]([NH:18][C:19]([C:21]2[CH:31]=[C:30]([OH:32])[C:24]3[CH2:25][C:26]([CH3:29])([CH3:28])[O:27][C:23]=3[CH:22]=2)=[O:20])=[N:14]1.C([O-])([O-])=O.[Cs+].[Cs+]. The catalyst is CN(C=O)C. The product is [CH3:11][O:10][C:8]([C:5]1[CH:4]=[N:3][C:2]([O:32][C:30]2[C:24]3[CH2:25][C:26]([CH3:28])([CH3:29])[O:27][C:23]=3[CH:22]=[C:21]([C:19](=[O:20])[NH:18][C:15]3[CH:16]=[CH:17][N:13]([CH3:12])[N:14]=3)[CH:31]=2)=[CH:7][N:6]=1)=[O:9]. The yield is 0.480. (4) The reactants are Br[CH2:2][C:3]1[CH:10]=[CH:9][C:6]([CH:7]=[O:8])=[CH:5][C:4]=1[Cl:11].C([O-])([O-])=O.[K+].[K+].[NH2:18][C:19]1[CH:24]=[CH:23][CH:22]=[CH:21][N:20]=1. The catalyst is CN(C)C(=O)C.O. The product is [Cl:11][C:4]1[CH:5]=[C:6]([CH:9]=[CH:10][C:3]=1[CH2:2][NH:18][C:19]1[CH:24]=[CH:23][CH:22]=[CH:21][N:20]=1)[CH:7]=[O:8]. The yield is 0.500. (5) The reactants are [Cl:1][C:2]1[CH:30]=[CH:29][C:5]([CH2:6][N:7]2[C:12](=[O:13])[C:11]([C:14]3[CH:19]=[CH:18][C:17]([O:20]CC4C=CC=CC=4)=[C:16]([F:28])[CH:15]=3)=[CH:10][N:9]=[CH:8]2)=[CH:4][CH:3]=1. The catalyst is FC(F)(F)C(O)=O. The product is [Cl:1][C:2]1[CH:3]=[CH:4][C:5]([CH2:6][N:7]2[C:12](=[O:13])[C:11]([C:14]3[CH:19]=[CH:18][C:17]([OH:20])=[C:16]([F:28])[CH:15]=3)=[CH:10][N:9]=[CH:8]2)=[CH:29][CH:30]=1. The yield is 0.750. (6) The reactants are [CH3:1][N:2]1[CH2:7][CH:6]([C:8]2[CH:13]=[CH:12][CH:11]=[CH:10][CH:9]=2)[N:5]([C:14]2[N:19]=[CH:18][CH:17]=[CH:16][C:15]=2[CH2:20]O)[CH2:4][CH2:3]1.S(=O)(=O)(O)O.N.[OH-].[Na+]. No catalyst specified. The product is [CH3:1][N:2]1[CH2:7][CH:6]2[N:5]([C:14]3[N:19]=[CH:18][CH:17]=[CH:16][C:15]=3[CH2:20][C:9]3[CH:10]=[CH:11][CH:12]=[CH:13][C:8]=32)[CH2:4][CH2:3]1. The yield is 0.800. (7) The reactants are [CH3:1][C:2]1[CH:20]=[C:19]([O:21][Si](C(C)C)(C(C)C)C(C)C)[CH:18]=[C:17]([CH3:32])[C:3]=1[CH2:4][C:5]1[CH:6]=[CH:7][C:8]([O:13][CH2:14][O:15][CH3:16])=[C:9]([CH:12]=1)[CH:10]=[O:11].CCCC[N+](CCCC)(CCCC)CCCC.[F-]. The catalyst is C1COCC1.CCOC(C)=O.O. The product is [OH:21][C:19]1[CH:18]=[C:17]([CH3:32])[C:3]([CH2:4][C:5]2[CH:6]=[CH:7][C:8]([O:13][CH2:14][O:15][CH3:16])=[C:9]([CH:12]=2)[CH:10]=[O:11])=[C:2]([CH3:1])[CH:20]=1. The yield is 0.640.